This data is from Catalyst prediction with 721,799 reactions and 888 catalyst types from USPTO. The task is: Predict which catalyst facilitates the given reaction. (1) Reactant: [CH:1]1([CH2:4][O:5][C:6]2[CH:15]=[CH:14][C:9]([C:10]([O:12][CH3:13])=[O:11])=[CH:8][C:7]=2I)[CH2:3][CH2:2]1.C([N:19](CC)CC)C.[C:24]1([CH3:30])[CH:29]=[CH:28][CH:27]=[CH:26][CH:25]=1. Product: [CH:1]1([CH2:4][O:5][C:6]2[CH:15]=[CH:14][C:9]([C:10]([O:12][CH3:13])=[O:11])=[CH:8][C:7]=2[C:30]#[C:24][C:25]2[CH:26]=[CH:27][CH:28]=[CH:29][N:19]=2)[CH2:3][CH2:2]1. The catalyst class is: 724. (2) Reactant: [F:1][C:2]1[C:23]([C:24]([F:27])([F:26])[F:25])=[CH:22][CH:21]=[CH:20][C:3]=1[CH2:4][C:5]1[N:6]=[C:7]2[S:14][C:13]([CH3:15])=[C:12]([C:16](OC)=[O:17])[N:8]2[C:9](=[O:11])[CH:10]=1.CC(C[AlH]CC(C)C)C. Product: [F:1][C:2]1[C:23]([C:24]([F:26])([F:27])[F:25])=[CH:22][CH:21]=[CH:20][C:3]=1[CH2:4][C:5]1[N:6]=[C:7]2[S:14][C:13]([CH3:15])=[C:12]([CH:16]=[O:17])[N:8]2[C:9](=[O:11])[CH:10]=1. The catalyst class is: 4. (3) Reactant: CS([C:5]1[N:6]=[CH:7][C:8]2[CH2:13][N:12](C(OC(C)(C)C)=O)[CH2:11][C:9]=2[N:10]=1)(=O)=O.C(=O)([O-])[O-].[Cs+].[Cs+].[F:27][C:28]([F:32])([F:31])[CH2:29][OH:30]. Product: [F:27][C:28]([F:32])([F:31])[CH2:29][O:30][C:5]1[N:6]=[CH:7][C:8]2[CH2:13][NH:12][CH2:11][C:9]=2[N:10]=1. The catalyst class is: 10. (4) Reactant: [H-].[Na+].[Cl:3][C:4]1[N:9]=[CH:8][C:7]([C:10]2[N:11]=[CH:12][NH:13][CH:14]=2)=[CH:6][N:5]=1.Br[CH2:16][CH2:17][CH2:18][CH2:19][N:20]1[C:24](=[O:25])[C:23]2=[CH:26][CH:27]=[CH:28][CH:29]=[C:22]2[C:21]1=[O:30]. Product: [Cl:3][C:4]1[N:5]=[CH:6][C:7]([C:10]2[N:11]=[CH:12][N:13]([CH2:16][CH2:17][CH2:18][CH2:19][N:20]3[C:24](=[O:25])[C:23]4[C:22](=[CH:29][CH:28]=[CH:27][CH:26]=4)[C:21]3=[O:30])[CH:14]=2)=[CH:8][N:9]=1. The catalyst class is: 9. (5) Reactant: [C:1]([O:5][C:6]([NH:8][CH2:9][CH2:10][CH2:11][N:12]1[C:20]2[C:15](=[CH:16][CH:17]=[CH:18][CH:19]=2)[CH:14]=[C:13]1[C:21]([C:23]1[CH:24]=[C:25]2[C:29](=[CH:30][CH:31]=1)[NH:28][C:27]([C:32]([O:34]CC)=[O:33])=[C:26]2N)=[O:22])=[O:7])([CH3:4])([CH3:3])[CH3:2].[Li+].[OH-].Cl. Product: [C:1]([O:5][C:6]([NH:8][CH2:9][CH2:10][CH2:11][N:12]1[C:20]2[C:15](=[CH:16][CH:17]=[CH:18][CH:19]=2)[CH:14]=[C:13]1[C:21]([C:23]1[CH:24]=[C:25]2[C:29](=[CH:30][CH:31]=1)[NH:28][C:27]([C:32]([OH:34])=[O:33])=[CH:26]2)=[O:22])=[O:7])([CH3:4])([CH3:2])[CH3:3]. The catalyst class is: 38. (6) Reactant: [Cl:1][C:2]1[CH:3]=[C:4]([C@@H:12]([CH2:22][CH:23]2[CH2:27][CH2:26][CH2:25][CH2:24]2)[C:13]([NH:15][C:16]2[CH:20]=[CH:19][N:18]([CH3:21])[N:17]=2)=[O:14])[CH:5]=[CH:6][C:7]=1[S:8]([CH3:11])(=[O:10])=[O:9].[C:28](Cl)(=O)[C:29](Cl)=[O:30].N1C(C)=CC=CC=1C.NC1C=CN(CCCO)N=1. Product: [Cl:1][C:2]1[CH:3]=[C:4]([C@@H:12]([CH2:22][CH:23]2[CH2:24][CH2:25][CH2:26][CH2:27]2)[C:13]([NH:15][C:16]2[CH:20]=[CH:19][N:18]([CH2:21][CH2:28][CH2:29][OH:30])[N:17]=2)=[O:14])[CH:5]=[CH:6][C:7]=1[S:8]([CH3:11])(=[O:10])=[O:9]. The catalyst class is: 2. (7) Reactant: [C:1](Cl)(=[O:4])[CH:2]=[CH2:3].[Cl:6][C:7]1[C:8]([C:30]2[CH:31]=[N:32][N:33]3[CH:38]=[CH:37][CH:36]=[CH:35][C:34]=23)=[N:9][C:10]([NH:13][C:14]2[C:19]([O:20][CH3:21])=[CH:18][C:17]([N:22]3[CH2:25][CH:24]([N:26]([CH3:28])[CH3:27])[CH2:23]3)=[C:16]([NH2:29])[CH:15]=2)=[N:11][CH:12]=1.CCN(C(C)C)C(C)C. Product: [Cl:6][C:7]1[C:8]([C:30]2[CH:31]=[N:32][N:33]3[CH:38]=[CH:37][CH:36]=[CH:35][C:34]=23)=[N:9][C:10]([NH:13][C:14]2[C:19]([O:20][CH3:21])=[CH:18][C:17]([N:22]3[CH2:25][CH:24]([N:26]([CH3:28])[CH3:27])[CH2:23]3)=[C:16]([NH:29][C:1](=[O:4])[CH:2]=[CH2:3])[CH:15]=2)=[N:11][CH:12]=1. The catalyst class is: 2. (8) Reactant: C([S:4][CH2:5][CH2:6][CH2:7][CH:8]([C:20]([O:22]C)=[O:21])[O:9][C:10]1[CH:11]=[C:12]([CH:17]=[CH:18][CH:19]=1)[C:13]([O:15]C)=[O:14])(=O)C.[OH-].[Na+].Cl. Product: [C:20]([CH:8]([O:9][C:10]1[CH:11]=[C:12]([CH:17]=[CH:18][CH:19]=1)[C:13]([OH:15])=[O:14])[CH2:7][CH2:6][CH2:5][SH:4])([OH:22])=[O:21]. The catalyst class is: 1. (9) Reactant: Cl[C:2]1[N:3]=[C:4]([O:25][CH3:26])[CH:5]=[C:6]2[C:11]=1[N:10]=[CH:9][CH:8]([C:12]([C:14]1[CH:23]=[CH:22][C:21]3[C:16](=[CH:17][CH:18]=[CH:19][CH:20]=3)[CH:15]=1)=[O:13])[C:7]2=[O:24].CCN(CC)CC.CCO.CCOC(C)=O. Product: [CH3:26][O:25][C:4]1[CH:5]=[C:6]2[C:11](=[CH:2][N:3]=1)[N:10]=[CH:9][CH:8]([C:12]([C:14]1[CH:23]=[CH:22][C:21]3[C:16](=[CH:17][CH:18]=[CH:19][CH:20]=3)[CH:15]=1)=[O:13])[C:7]2=[O:24]. The catalyst class is: 43. (10) Reactant: [N+:1]([C:4]1[CH:9]=[CH:8][C:7]([CH:10]2[CH2:15][CH2:14][NH:13][CH2:12][CH2:11]2)=[CH:6][CH:5]=1)([O-:3])=[O:2].C([O-])([O-])=O.[K+].[K+].I[CH:23]([CH3:25])[CH3:24]. Product: [CH:23]([N:13]1[CH2:12][CH2:11][CH:10]([C:7]2[CH:8]=[CH:9][C:4]([N+:1]([O-:3])=[O:2])=[CH:5][CH:6]=2)[CH2:15][CH2:14]1)([CH3:25])[CH3:24]. The catalyst class is: 10.